Task: Predict which catalyst facilitates the given reaction.. Dataset: Catalyst prediction with 721,799 reactions and 888 catalyst types from USPTO (1) Reactant: CC([N:5]([CH2:9][CH:10]([N:18]([OH:32])[C:19]([C:21]1[S:22][CH:23]=[C:24]([C:26]2[N:30]([CH3:31])[N:29]=[CH:28][CH:27]=2)[CH:25]=1)=[O:20])[CH2:11][C:12]1[CH:17]=[CH:16][CH:15]=[CH:14][CH:13]=1)C(=O)[O-])(C)C.[C:33]([OH:39])([C:35]([F:38])([F:37])[F:36])=[O:34]. Product: [C:33]([OH:39])([C:35]([F:38])([F:37])[F:36])=[O:34].[NH2:5][CH2:9][CH:10]([N:18]([OH:32])[C:19]([C:21]1[S:22][CH:23]=[C:24]([C:26]2[N:30]([CH3:31])[N:29]=[CH:28][CH:27]=2)[CH:25]=1)=[O:20])[CH2:11][C:12]1[CH:13]=[CH:14][CH:15]=[CH:16][CH:17]=1. The catalyst class is: 2. (2) Reactant: C([O:8][C:9]1[N:14]=[CH:13][C:12]([C:15]2[CH:20]=[CH:19][C:18]([CH2:21][C:22]([NH:24][C:25]3[CH:30]=[CH:29][C:28]([O:31][CH2:32][CH2:33][O:34]CC4C=CC=CC=4)=[C:27]([C:42]([F:45])([F:44])[F:43])[CH:26]=3)=[O:23])=[C:17]([F:46])[CH:16]=2)=[C:11]([O:47][CH2:48][CH3:49])[CH:10]=1)C1C=CC=CC=1. Product: [CH2:48]([O:47][C:11]1[C:12]([C:15]2[CH:20]=[CH:19][C:18]([CH2:21][C:22]([NH:24][C:25]3[CH:30]=[CH:29][C:28]([O:31][CH2:32][CH2:33][OH:34])=[C:27]([C:42]([F:44])([F:45])[F:43])[CH:26]=3)=[O:23])=[C:17]([F:46])[CH:16]=2)=[CH:13][NH:14][C:9](=[O:8])[CH:10]=1)[CH3:49]. The catalyst class is: 19. (3) Reactant: C(OC([N:8]1[CH2:13][CH2:12][O:11][CH:10]([C:14]2[CH:19]=[CH:18][C:17]([NH:20][C:21]3[CH:26]=[CH:25][C:24]([Cl:27])=[CH:23][N:22]=3)=[CH:16][CH:15]=2)[CH2:9]1)=O)(C)(C)C.Cl.[OH-].[Na+]. Product: [Cl:27][C:24]1[CH:25]=[CH:26][C:21]([NH:20][C:17]2[CH:16]=[CH:15][C:14]([CH:10]3[O:11][CH2:12][CH2:13][NH:8][CH2:9]3)=[CH:19][CH:18]=2)=[N:22][CH:23]=1. The catalyst class is: 523. (4) Product: [Br:1][C:2]1[C:7]([CH3:8])=[CH:6][C:5]([O:9][CH2:22][CH2:23][CH2:24][S:25]([CH3:28])(=[O:27])=[O:26])=[CH:4][C:3]=1[CH3:10]. Reactant: [Br:1][C:2]1[C:7]([CH3:8])=[CH:6][C:5]([OH:9])=[CH:4][C:3]=1[CH3:10].CC1C=CC(S(O[CH2:22][CH2:23][CH2:24][S:25]([CH3:28])(=[O:27])=[O:26])(=O)=O)=CC=1.C(=O)([O-])[O-].[K+].[K+].CN(C)C=O. The catalyst class is: 6. (5) Reactant: [N:1]1[CH:6]=[CH:5][CH:4]=[C:3]([CH:7]([OH:9])[CH3:8])[CH:2]=1.C([O-])=O.[NH4+]. Product: [NH:1]1[CH2:6][CH2:5][CH2:4][CH:3]([CH:7]([OH:9])[CH3:8])[CH2:2]1. The catalyst class is: 50.